This data is from Reaction yield outcomes from USPTO patents with 853,638 reactions. The task is: Predict the reaction yield, written as a fraction of the theoretical maximum amount of product (1.0 means a 100% yield; for example, 0.34 means a 34% yield). (1) The reactants are [C:1]([O:4][CH2:5][CH2:6][C:7]1[C:12]([N+:13]([O-])=O)=[CH:11][C:10]2[O:16][CH2:17][O:18][C:9]=2[CH:8]=1)(=[O:3])[CH3:2]. The catalyst is C(OCC)(=O)C.[Pd]. The product is [C:1]([O:4][CH2:5][CH2:6][C:7]1[C:12]([NH2:13])=[CH:11][C:10]2[O:16][CH2:17][O:18][C:9]=2[CH:8]=1)(=[O:3])[CH3:2]. The yield is 0.980. (2) The reactants are [Cl:1][C:2]1[C:7]([F:8])=[CH:6][CH:5]=[CH:4][C:3]=1[C@@:9]([NH:18][S@@](C(C)(C)C)=O)([CH2:11][C@H:12]([OH:17])[C:13]([F:16])([F:15])[F:14])[CH3:10].Cl.O1CCOCC1.[C:32]([N:40]=[C:41]=S)(=[O:39])[C:33]1[CH:38]=[CH:37][CH:36]=[CH:35][CH:34]=1.C(N(CC)CC)C.Cl.CN(C)CCCN=C=NCC. The catalyst is C(Cl)Cl.CO. The product is [Cl:1][C:2]1[C:7]([F:8])=[CH:6][CH:5]=[CH:4][C:3]=1[C@:9]1([CH3:10])[CH2:11][C@@H:12]([C:13]([F:14])([F:15])[F:16])[O:17][C:41]([NH:40][C:32](=[O:39])[C:33]2[CH:38]=[CH:37][CH:36]=[CH:35][CH:34]=2)=[N:18]1. The yield is 0.930. (3) The reactants are [Si:1]([O:8][C:9]1[CH:10]=[C:11]2[C:15](=[CH:16][CH:17]=1)[NH:14][N:13]=[C:12]2[I:18])([C:4]([CH3:7])([CH3:6])[CH3:5])([CH3:3])[CH3:2].[CH3:19][C:20]([O:23][C:24](O[C:24]([O:23][C:20]([CH3:22])([CH3:21])[CH3:19])=[O:25])=[O:25])([CH3:22])[CH3:21].CCN(CC)CC. The catalyst is ClCCl.CN(C1C=CN=CC=1)C. The product is [Si:1]([O:8][C:9]1[CH:10]=[C:11]2[C:15](=[CH:16][CH:17]=1)[N:14]([C:24]([O:23][C:20]([CH3:22])([CH3:21])[CH3:19])=[O:25])[N:13]=[C:12]2[I:18])([C:4]([CH3:7])([CH3:5])[CH3:6])([CH3:3])[CH3:2]. The yield is 0.820. (4) The reactants are Br[C:2]1[CH:3]=[N:4][CH:5]=[C:6]([N:10]2[CH2:21][CH2:20][N:19]3[C:12](=[CH:13][C:14]4[CH2:15][C:16]([CH3:23])([CH3:22])[CH2:17][C:18]=43)[C:11]2=[O:24])[C:7]=1[CH:8]=[O:9].[CH3:25][N:26]1[CH:31]=[C:30](B2OC(C)(C)C(C)(C)O2)[CH:29]=[C:28]([NH:41][C:42]2[CH:47]=[CH:46][C:45]([N:48]3[CH2:53][CH2:52][N:51]([CH:54]4[CH2:57][O:56][CH2:55]4)[CH2:50][CH2:49]3)=[CH:44][N:43]=2)[C:27]1=[O:58].[O-]P([O-])([O-])=O.[K+].[K+].[K+].CC([O-])=O.[Na+]. The catalyst is CC#N.O.C1C=CC(P(C2C=CC=CC=2)[C-]2C=CC=C2)=CC=1.C1C=CC(P(C2C=CC=CC=2)[C-]2C=CC=C2)=CC=1.Cl[Pd]Cl.[Fe+2]. The product is [CH3:25][N:26]1[C:27](=[O:58])[C:28]([NH:41][C:42]2[CH:47]=[CH:46][C:45]([N:48]3[CH2:53][CH2:52][N:51]([CH:54]4[CH2:55][O:56][CH2:57]4)[CH2:50][CH2:49]3)=[CH:44][N:43]=2)=[CH:29][C:30]([C:2]2[C:7]([CH:8]=[O:9])=[C:6]([N:10]3[CH2:21][CH2:20][N:19]4[C:12](=[CH:13][C:14]5[CH2:15][C:16]([CH3:23])([CH3:22])[CH2:17][C:18]=54)[C:11]3=[O:24])[CH:5]=[N:4][CH:3]=2)=[CH:31]1. The yield is 0.350. (5) The reactants are [CH:1]([C:3]1[CH:11]=[C:7]([C:8]([OH:10])=[O:9])[C:6]([OH:12])=[CH:5][CH:4]=1)=[O:2].[CH2:13](Br)[C:14]1[CH:19]=[CH:18][CH:17]=[CH:16][CH:15]=1.C(=O)([O-])[O-].[K+].[K+]. The catalyst is C(C(C)=O)C. The product is [CH2:13]([O:9][C:8](=[O:10])[C:7]1[CH:11]=[C:3]([CH:1]=[O:2])[CH:4]=[CH:5][C:6]=1[O:12][CH2:1][C:3]1[CH:11]=[CH:7][CH:6]=[CH:5][CH:4]=1)[C:14]1[CH:19]=[CH:18][CH:17]=[CH:16][CH:15]=1. The yield is 0.575. (6) The reactants are Br[C:2]1[N:6]2[N:7]=[C:8]([NH:11][CH2:12][CH2:13][CH2:14][CH3:15])[CH:9]=[CH:10][C:5]2=[N:4][CH:3]=1.[NH:16]1[C:24]2[C:19](=[CH:20][C:21](B3OC(C)(C)C(C)(C)O3)=[CH:22][CH:23]=2)[CH:18]=[N:17]1.C(=O)([O-])[O-].[K+].[K+].C(#N)C. The catalyst is Cl[Pd-2](Cl)(P(C1C=CC=CC=1)(C1C=CC=CC=1)C1C=CC=CC=1)P(C1C=CC=CC=1)(C1C=CC=CC=1)C1C=CC=CC=1.O. The product is [CH2:12]([NH:11][C:8]1[CH:9]=[CH:10][C:5]2[N:6]([C:2]([C:21]3[CH:20]=[C:19]4[C:24](=[CH:23][CH:22]=3)[NH:16][N:17]=[CH:18]4)=[CH:3][N:4]=2)[N:7]=1)[CH2:13][CH2:14][CH3:15]. The yield is 0.650. (7) The yield is 0.700. The catalyst is O.C1C=CC([P]([Pd]([P](C2C=CC=CC=2)(C2C=CC=CC=2)C2C=CC=CC=2)([P](C2C=CC=CC=2)(C2C=CC=CC=2)C2C=CC=CC=2)[P](C2C=CC=CC=2)(C2C=CC=CC=2)C2C=CC=CC=2)(C2C=CC=CC=2)C2C=CC=CC=2)=CC=1. The product is [CH2:29]([N:22]([CH:23]1[CH2:28][CH2:27][O:26][CH2:25][CH2:24]1)[C:4]1[C:5]([CH3:21])=[C:6]([C:7]([NH:9][CH2:10][C:11]2[C:12](=[O:19])[NH:13][C:14]([CH3:18])=[CH:15][C:16]=2[CH2:17][CH2:60][CH3:61])=[O:8])[CH:20]=[C:2]([C:41]2[CH:40]=[CH:39][C:38]([CH2:37][N:34]3[CH2:35][CH2:36][O:31][CH2:32][CH2:33]3)=[CH:43][CH:42]=2)[CH:3]=1)[CH3:30]. The reactants are Br[C:2]1[CH:3]=[C:4]([N:22]([CH2:29][CH3:30])[CH:23]2[CH2:28][CH2:27][O:26][CH2:25][CH2:24]2)[C:5]([CH3:21])=[C:6]([CH:20]=1)[C:7]([NH:9][CH2:10][C:11]1[C:12](=[O:19])[NH:13][C:14]([CH3:18])=[CH:15][C:16]=1[CH3:17])=[O:8].[O:31]1[CH2:36][CH2:35][N:34]([CH2:37][C:38]2[CH:43]=[CH:42][C:41](B3OC(C)(C)C(C)(C)O3)=[CH:40][CH:39]=2)[CH2:33][CH2:32]1.C([O-])([O-])=O.[Na+].[Na+].O1CCO[CH2:61][CH2:60]1.O. (8) The reactants are [CH3:1][C:2]1[N:7]=[C:6]2[S:8][C:9]3[C:13]([NH2:14])=[N:12][NH:11][C:10]=3[C:5]2=[C:4]([CH3:15])[CH:3]=1.[CH3:16][C:17]([O:20][C:21](O[C:21]([O:20][C:17]([CH3:19])([CH3:18])[CH3:16])=[O:22])=[O:22])([CH3:19])[CH3:18]. The catalyst is CN(C=O)C.CN(C1C=CN=CC=1)C. The product is [NH2:14][C:13]1[C:9]2[S:8][C:6]3[C:5]([C:10]=2[N:11]([C:21]([O:20][C:17]([CH3:19])([CH3:18])[CH3:16])=[O:22])[N:12]=1)=[C:4]([CH3:15])[CH:3]=[C:2]([CH3:1])[N:7]=3. The yield is 0.890. (9) The reactants are Cl.[OH:2][C@H:3]1[CH2:7][NH:6][C@H:5]([C:8]([NH:10][CH2:11][C:12]2[CH:17]=[CH:16][C:15]([C:18]3[S:22][CH:21]=[N:20][C:19]=3[CH3:23])=[CH:14][C:13]=2[OH:24])=[O:9])[CH2:4]1.[CH3:25][CH:26]([CH3:41])[C@@H:27]([N:31]1[CH2:39][C:38]2[C:33](=[CH:34][CH:35]=[CH:36][CH:37]=2)[C:32]1=[O:40])[C:28](O)=[O:29].CCN(C(C)C)C(C)C.CN(C(ON1N=NC2C=CC=NC1=2)=[N+](C)C)C.F[P-](F)(F)(F)(F)F. The catalyst is CN(C=O)C. The product is [OH:2][C@H:3]1[CH2:7][N:6]([C:28](=[O:29])[C@H:27]([N:31]2[CH2:39][C:38]3[C:33](=[CH:34][CH:35]=[CH:36][CH:37]=3)[C:32]2=[O:40])[CH:26]([CH3:41])[CH3:25])[C@H:5]([C:8]([NH:10][CH2:11][C:12]2[CH:17]=[CH:16][C:15]([C:18]3[S:22][CH:21]=[N:20][C:19]=3[CH3:23])=[CH:14][C:13]=2[OH:24])=[O:9])[CH2:4]1. The yield is 0.660. (10) The reactants are [Cl:1][C:2]1[CH:3]=[C:4]([NH2:9])[CH:5]=[CH:6][C:7]=1I.[Cl:10][C:11]1[CH:16]=[CH:15][C:14](B(O)O)=[CH:13][CH:12]=1.C([O-])([O-])=O.[Na+].[Na+]. The catalyst is O1CCOCC1.O.C1C=CC([P]([Pd]([P](C2C=CC=CC=2)(C2C=CC=CC=2)C2C=CC=CC=2)([P](C2C=CC=CC=2)(C2C=CC=CC=2)C2C=CC=CC=2)[P](C2C=CC=CC=2)(C2C=CC=CC=2)C2C=CC=CC=2)(C2C=CC=CC=2)C2C=CC=CC=2)=CC=1. The product is [Cl:1][C:2]1[CH:3]=[C:4]([NH2:9])[CH:5]=[CH:6][C:7]=1[C:14]1[CH:15]=[CH:16][C:11]([Cl:10])=[CH:12][CH:13]=1. The yield is 0.910.